From a dataset of Full USPTO retrosynthesis dataset with 1.9M reactions from patents (1976-2016). Predict the reactants needed to synthesize the given product. (1) Given the product [CH2:1]([O:3][C:4](=[O:38])[CH2:5][N:6]([C:11]1[C:15]2[CH:16]=[C:17]([CH2:20][O:21][C:22]3[CH:23]=[CH:24][C:25]([C:28]4[CH:33]=[C:32]([F:34])[C:31]([F:35])=[CH:30][C:29]=4[O:36][CH3:37])=[CH:26][CH:27]=3)[CH:18]=[CH:19][C:14]=2[O:13][N:12]=1)[CH2:7][CH3:8])[CH3:2], predict the reactants needed to synthesize it. The reactants are: [CH2:1]([O:3][C:4](=[O:38])[CH2:5][N:6]([C:11]1[C:15]2[CH:16]=[C:17]([CH2:20][O:21][C:22]3[CH:27]=[CH:26][C:25]([C:28]4[CH:33]=[C:32]([F:34])[C:31]([F:35])=[CH:30][C:29]=4[O:36][CH3:37])=[CH:24][CH:23]=3)[CH:18]=[CH:19][C:14]=2[O:13][N:12]=1)[CH2:7][CH2:8]OC)[CH3:2].FC1C(F)=CC(C2C=CC(OCC3C=CC4ON=C(NCC)C=4C=3)=CC=2)=C(OC)C=1.CCOC(CBr)=O. (2) Given the product [Cl:1][C:2]1[CH:10]=[C:9]2[C:5]([C:6]([CH2:19][CH:20]([CH3:22])[CH3:21])=[CH:7][N:8]2[C:11]2[S:12][CH:13]=[C:14]([C:16](/[N:18]=[C:7](/[N:8]([CH3:11])[CH3:9])\[CH3:6])=[O:17])[N:15]=2)=[CH:4][CH:3]=1, predict the reactants needed to synthesize it. The reactants are: [Cl:1][C:2]1[CH:10]=[C:9]2[C:5]([C:6]([CH2:19][CH:20]([CH3:22])[CH3:21])=[CH:7][N:8]2[C:11]2[S:12][CH:13]=[C:14]([C:16]([NH2:18])=[O:17])[N:15]=2)=[CH:4][CH:3]=1. (3) Given the product [Cl:1][C:2]1[C:20]([O:21][CH:22]([CH2:23][CH3:24])[CH2:25][CH3:26])=[CH:19][C:5]([C:6]([NH:8][C:9]2[CH:10]=[CH:11][C:12]([C:13]([OH:15])=[O:14])=[CH:17][CH:18]=2)=[O:7])=[CH:4][C:3]=1[O:27][CH2:28][CH3:29], predict the reactants needed to synthesize it. The reactants are: [Cl:1][C:2]1[C:20]([O:21][CH:22]([CH2:25][CH3:26])[CH2:23][CH3:24])=[CH:19][C:5]([C:6]([NH:8][C:9]2[CH:18]=[CH:17][C:12]([C:13]([O:15]C)=[O:14])=[CH:11][CH:10]=2)=[O:7])=[CH:4][C:3]=1[O:27][CH2:28][CH3:29]. (4) The reactants are: C(OC(=O)[NH:7][C@H:8]([CH2:13][N:14]=[N+:15]=[N-:16])[CH2:9][CH:10]([CH3:12])[CH3:11])(C)(C)C.C(O)(C(F)(F)F)=O. Given the product [N:14]([CH2:13][C@@H:8]([NH2:7])[CH2:9][CH:10]([CH3:12])[CH3:11])=[N+:15]=[N-:16], predict the reactants needed to synthesize it. (5) Given the product [CH2:46]([C:45]([O:27][NH:26][C:25]([C:22]1[CH:21]=[CH:20][C:19]([NH:18][C:16](=[O:17])[CH2:15][CH2:14][CH2:13][C:12]([NH:11][C:8]2[CH:7]=[CH:6][C:5]([C:3](=[NH:4])[NH:2][O:1][C:16]([CH2:15][CH2:14][CH2:13][CH2:35][CH3:36])=[O:17])=[CH:10][CH:9]=2)=[O:29])=[CH:24][CH:23]=1)=[NH:28])=[O:44])[CH2:47][CH2:48][CH2:49][CH3:50], predict the reactants needed to synthesize it. The reactants are: [OH:1][NH:2][C:3]([C:5]1[CH:10]=[CH:9][C:8]([NH:11][C:12](=[O:29])[CH2:13][CH2:14][CH2:15][C:16]([NH:18][C:19]2[CH:24]=[CH:23][C:22]([C:25](=[NH:28])[NH:26][OH:27])=[CH:21][CH:20]=2)=[O:17])=[CH:7][CH:6]=1)=[NH:4].C(N([CH2:35][CH3:36])CC)C.C([O:44][C:45](=O)[CH2:46][CH2:47][CH2:48][CH2:49][CH3:50])(=O)CCCCC. (6) Given the product [C:1]([O:5][C:6]([N:8]1[C@H:9]([C:15](=[O:28])[NH:16][C:17]2[CH:22]=[CH:21][CH:20]=[C:19]([O:23][C:24]([F:25])([F:26])[F:27])[CH:18]=2)[CH2:10][CH2:11][C@@H:12]1[CH2:13][O:14][S:36]([CH3:39])(=[O:38])=[O:37])=[O:7])([CH3:4])([CH3:2])[CH3:3], predict the reactants needed to synthesize it. The reactants are: [C:1]([O:5][C:6]([N:8]1[C@@H:12]([CH2:13][OH:14])[CH2:11][CH2:10][C@H:9]1[C:15](=[O:28])[NH:16][C:17]1[CH:22]=[CH:21][CH:20]=[C:19]([O:23][C:24]([F:27])([F:26])[F:25])[CH:18]=1)=[O:7])([CH3:4])([CH3:3])[CH3:2].CCN(CC)CC.[S:36](Cl)([CH3:39])(=[O:38])=[O:37].Cl. (7) The reactants are: C1(C(C2C=CC=CC=2)[N:8]2[CH2:11][CH:10]([C:12]3[CH:17]=[CH:16][CH:15]=[CH:14][CH:13]=3)[CH2:9]2)C=CC=CC=1.C(Cl)(Cl)Cl.[OH-].[NH4+]. Given the product [C:12]1([CH:10]2[CH2:11][NH:8][CH2:9]2)[CH:17]=[CH:16][CH:15]=[CH:14][CH:13]=1, predict the reactants needed to synthesize it. (8) Given the product [F:8][C:6]1[CH:7]=[C:2]([C:14]#[C:13][CH2:12][CH2:11][N:15]2[C:23](=[O:24])[C:22]3[C:17](=[CH:18][CH:19]=[CH:20][CH:21]=3)[C:16]2=[O:25])[C:3]([O:9][CH3:10])=[N:4][CH:5]=1, predict the reactants needed to synthesize it. The reactants are: Br[C:2]1[C:3]([O:9][CH3:10])=[N:4][CH:5]=[C:6]([F:8])[CH:7]=1.[CH2:11]([N:15]1[C:23](=[O:24])[C:22]2[C:17](=[CH:18][CH:19]=[CH:20][CH:21]=2)[C:16]1=[O:25])[CH2:12][C:13]#[CH:14].CO. (9) Given the product [CH3:23][N:24]([CH3:29])[CH2:25][CH2:26][N:27]([CH3:28])[C:20]([C:18]1[NH:17][C:13]2[N:14]=[CH:15][N:16]=[C:11]([NH:10][C:8]3[CH:9]=[C:4]4[CH:3]=[N:2][NH:1][C:5]4=[CH:6][N:7]=3)[C:12]=2[CH:19]=1)=[O:21], predict the reactants needed to synthesize it. The reactants are: [NH:1]1[C:5]2=[CH:6][N:7]=[C:8]([NH:10][C:11]3[C:12]4[CH:19]=[C:18]([C:20](O)=[O:21])[NH:17][C:13]=4[N:14]=[CH:15][N:16]=3)[CH:9]=[C:4]2[CH:3]=[N:2]1.[CH3:23][N:24]([CH3:29])[CH2:25][CH2:26][NH:27][CH3:28]. (10) Given the product [OH:1][C@H:2]1[CH2:6][N:5]([C:7]([O:9][C:10]([CH3:11])([CH3:12])[CH3:13])=[O:8])[C@H:4]([CH2:14][OH:15])[CH2:3]1, predict the reactants needed to synthesize it. The reactants are: [OH:1][C@H:2]1[CH2:6][N:5]([C:7]([O:9][C:10]([CH3:13])([CH3:12])[CH3:11])=[O:8])[C@H:4]([C:14](OC)=[O:15])[CH2:3]1.[Li+].[BH4-].